This data is from NCI-60 drug combinations with 297,098 pairs across 59 cell lines. The task is: Regression. Given two drug SMILES strings and cell line genomic features, predict the synergy score measuring deviation from expected non-interaction effect. (1) Drug 1: CN(CC1=CN=C2C(=N1)C(=NC(=N2)N)N)C3=CC=C(C=C3)C(=O)NC(CCC(=O)O)C(=O)O. Drug 2: COC1=C2C(=CC3=C1OC=C3)C=CC(=O)O2. Cell line: OVCAR-8. Synergy scores: CSS=17.0, Synergy_ZIP=-8.42, Synergy_Bliss=-17.9, Synergy_Loewe=-52.1, Synergy_HSA=-21.5. (2) Drug 1: C1=NC2=C(N1)C(=S)N=C(N2)N. Drug 2: C1CCC(C(C1)N)N.C(=O)(C(=O)[O-])[O-].[Pt+4]. Cell line: OVCAR-8. Synergy scores: CSS=33.4, Synergy_ZIP=-8.24, Synergy_Bliss=-4.69, Synergy_Loewe=-10.1, Synergy_HSA=-2.86. (3) Drug 1: C1CC(=O)NC(=O)C1N2CC3=C(C2=O)C=CC=C3N. Drug 2: COC1=NC(=NC2=C1N=CN2C3C(C(C(O3)CO)O)O)N. Cell line: ACHN. Synergy scores: CSS=2.42, Synergy_ZIP=-1.04, Synergy_Bliss=0.836, Synergy_Loewe=2.82, Synergy_HSA=2.12. (4) Drug 1: COC1=CC(=CC(=C1O)OC)C2C3C(COC3=O)C(C4=CC5=C(C=C24)OCO5)OC6C(C(C7C(O6)COC(O7)C8=CC=CS8)O)O. Drug 2: CC1=CC2C(CCC3(C2CCC3(C(=O)C)OC(=O)C)C)C4(C1=CC(=O)CC4)C. Cell line: SN12C. Synergy scores: CSS=43.9, Synergy_ZIP=0.868, Synergy_Bliss=3.37, Synergy_Loewe=-51.8, Synergy_HSA=5.15. (5) Drug 1: C1C(C(OC1N2C=NC3=C(N=C(N=C32)Cl)N)CO)O. Drug 2: CN1C(=O)N2C=NC(=C2N=N1)C(=O)N. Cell line: RXF 393. Synergy scores: CSS=3.40, Synergy_ZIP=-3.14, Synergy_Bliss=-0.875, Synergy_Loewe=-4.37, Synergy_HSA=-0.881.